This data is from Experimentally validated miRNA-target interactions with 360,000+ pairs, plus equal number of negative samples. The task is: Binary Classification. Given a miRNA mature sequence and a target amino acid sequence, predict their likelihood of interaction. (1) The miRNA is mmu-miR-30c-5p with sequence UGUAAACAUCCUACACUCUCAGC. The protein sequence of the target gene is MSRRSSRLQAKQHAQPNQPDSPQETQIIQAKKRKTAQDVKKRKEEITKKHQYEIRNCWPPVLSGGISPCIIIETPHKEIGTSDFSRFTNYRFKNLFINPSPLPDLSWACSQEVWQNMLQKENRYVHDKHFQVLHSDLEPQMRSILLDWLLEVCEVYTLHRETFYLAQDFFDRFMLTQKDVNKNMLQLIGITSLFIASKLEEIYAPKLQEFAYVTDGACSEVDILKMELNILKALKWELCPVTVISWLNLFLQVDAVKDVPKVLLPQYSQETFIQIAQLLDLCILAIDSLEFQYRILAAAA.... Result: 1 (interaction). (2) The miRNA is hsa-miR-3184-3p with sequence AAAGUCUCGCUCUCUGCCCCUCA. The protein sequence of the target gene is MGEWTILERLLEAAVQQHSTMIGRILLTVVVIFRILIVAIVGETVYDDEQTMFVCNTLQPGCNQACYDRAFPISHIRYWVFQIIMVCTPSLCFITYSVHQSAKQRERRYSTVFLALDRDPPESIGGPGGTGGGGSGGGKREDKKLQNAIVNGVLQNTENTSKETEPDCLEVKELTPHPSGLRTASKSKLRRQEGISRFYIIQVVFRNALEIGFLVGQYFLYGFSVPGLYECNRYPCIKEVECYVSRPTEKTVFLVFMFAVSGICVVLNLAELNHLGWRKIKLAVRGAQAKRKSIYEIRNK.... Result: 1 (interaction). (3) The miRNA is mmu-miR-200b-3p with sequence UAAUACUGCCUGGUAAUGAUGA. The protein sequence of the target gene is MNIMNTEQSQNTIVSRIKAFEGQTNTEIPGLPKKPEIIPRTIPPKPAVSSGKPLVAPKPAANRASGEWDTWAENRLKVTSREGLTPYSSPQEAGITPVTKPELPKKPTPGLTRSVNHETSGGRPMAESPDTGKKIPTPAPRPLLPKKSASTDAPPYPSIPPKLVSAPPRLSVASQAKAFRSLGEGLPSNPPVPAPQSKALGDIDLISFDDDVLPTSGSPAEEPTGSETVLDPFQLPTKTEATKERAVQPAPTRKPTVIRIPAKPGKCLHEEPQSPPPLPAEKPVGNTHSAVSGRPSHSDR.... Result: 0 (no interaction). (4) The miRNA is mmu-miR-3059-5p with sequence UUUCCUCUCUGCCCCAUAGGGU. The protein sequence of the target gene is MALQLWALTLLGLLGAGASLRPRKLDFFRSEKELNHLAVDEASGVVYLGAVNALYQLDAKLQLEQQVATGPALDNKKCTPPIEASQCHEAEMTDNVNQLLLLDPPRKRLVECGSLFKGICALRALSNISLRLFYEDGSGEKSFVASNDEGVATVGLVSSTGPGGDRVLFVGKGNGPHDNGIIVSTRLLDRTDSREAFEAYTDHATYKAGYLSTNTQQFVAAFEDGPYVFFVFNQQDKHPARNRTLLARMCREDPNYYSYLEMDLQCRDPDIHAAAFGTCLAASVAAPGSGRVLYAVFSRD.... Result: 0 (no interaction). (5) The protein sequence of the target gene is MKAFYAFCVVLLVFGSVSEAKFDDFEDEEDIVEYDDNDFAEFEDVMEDSVTESPQRVISTEDDEDEATVELEGQDESQEGDFEDADTQEGDTESEPYDDEEFEGYEDKPDTSSNKNKDPITIVDVPAHLQNSWESYYLEILMVTGLLAYIMNYIIGKNKNSRLAQAWFNSHRELLESNFTLVGDDGTNKEATSTGKLNQENEHIYNLWCSGRVCCEGMLIQLRFLKRQDLLNVLARMMRPVSDQVQIKVTMNDEDMDTYVFAVGTRKALLRLQKEMQDLSEFCSDKPKSGAKYGLPDSLA.... Result: 0 (no interaction). The miRNA is gga-miR-1764-3p with sequence AGCUGCUUGUUGGCUGGGGAG. (6) Result: 0 (no interaction). The protein sequence of the target gene is MEKGARQRNNTAKNHPGSDTSPEAEASSGGGGVALKKEIGLVSACGIIVGNIIGSGIFVSPKGVLENAGSVGLALIVWIVTGIITAVGALCYAELGVTIPKSGGDYSYVKDIFGGLAGFLRLWIAVLVIYPTNQAVIALTFSNYVLQPLFPTCFPPESGLRLLAAICLLLLTWVNCSSVRWATRVQDIFTAGKLLALALIIIMGIVQICKGEFFWLEPKNAFENFQEPDIGLVALAFLQGSFAYGGWNFLNYVTEELVDPYKNLPRAIFISIPLVTFVYVFANIAYVTAMSPQELLASNA.... The miRNA is hsa-miR-3192-5p with sequence UCUGGGAGGUUGUAGCAGUGGAA.